Dataset: Catalyst prediction with 721,799 reactions and 888 catalyst types from USPTO. Task: Predict which catalyst facilitates the given reaction. (1) Reactant: C[O:2][C:3](=[O:35])[C:4]1[CH:9]=[C:8]([Cl:10])[C:7]([O:11][CH3:12])=[CH:6][C:5]=1[O:13][CH2:14][CH:15]([OH:34])[CH2:16][N:17]1[CH2:22][CH2:21][C:20]([CH2:24][C:25]2[CH:30]=[CH:29][C:28]([F:31])=[CH:27][CH:26]=2)([OH:23])[C:19]([CH3:33])([CH3:32])[CH2:18]1.[OH-].[Li+]. Product: [Cl:10][C:8]1[C:7]([O:11][CH3:12])=[CH:6][C:5]([O:13][CH2:14][CH:15]([OH:34])[CH2:16][N:17]2[CH2:22][CH2:21][C:20]([CH2:24][C:25]3[CH:26]=[CH:27][C:28]([F:31])=[CH:29][CH:30]=3)([OH:23])[C:19]([CH3:32])([CH3:33])[CH2:18]2)=[C:4]([CH:9]=1)[C:3]([OH:35])=[O:2]. The catalyst class is: 20. (2) Reactant: C[Al](C)C.[NH:5]1[CH2:10][CH2:9][CH2:8][CH2:7][CH2:6]1.[CH3:11][N:12]1[C:20]2[CH:19]=[CH:18][CH:17]=[CH:16][C:15]=2[C:14]2[C:21]([C:33](OCC)=[O:34])=[N:22][N:23]([C:26]3[CH:31]=[CH:30][C:29]([CH3:32])=[CH:28][CH:27]=3)[C:24](=[O:25])[C:13]1=2. Product: [CH3:11][N:12]1[C:20]2[CH:19]=[CH:18][CH:17]=[CH:16][C:15]=2[C:14]2[C:21]([C:33]([N:5]3[CH2:10][CH2:9][CH2:8][CH2:7][CH2:6]3)=[O:34])=[N:22][N:23]([C:26]3[CH:31]=[CH:30][C:29]([CH3:32])=[CH:28][CH:27]=3)[C:24](=[O:25])[C:13]1=2. The catalyst class is: 11. (3) Reactant: [CH2:1]([O:8][C:9]1[CH:14]=[CH:13][C:12]([Br:15])=[CH:11][C:10]=1[CH:16](O)[CH3:17])[C:2]1[CH:7]=[CH:6][CH:5]=[CH:4][CH:3]=1.[Si](Cl)(C)(C)C.[I-:24].[Na+]. Product: [CH2:1]([O:8][C:9]1[CH:14]=[CH:13][C:12]([Br:15])=[CH:11][C:10]=1[CH:16]([I:24])[CH3:17])[C:2]1[CH:7]=[CH:6][CH:5]=[CH:4][CH:3]=1. The catalyst class is: 23. (4) Reactant: Br[C:2]1[CH:24]=[C:23]([CH3:25])[CH:22]=[CH:21][C:3]=1[O:4][CH2:5][C:6]([N:8]([CH:18]([CH3:20])[CH3:19])[NH:9][C:10](=[O:17])[C:11]1[CH:16]=[CH:15][CH:14]=[CH:13][CH:12]=1)=[O:7].C([O-])([O-])=O.[Na+].[Na+].[CH2:32]([C:34]1[CH:39]=[CH:38][CH:37]=[CH:36][C:35]=1B(O)O)[CH3:33]. Product: [CH2:32]([C:34]1[CH:39]=[CH:38][CH:37]=[CH:36][C:35]=1[C:2]1[CH:24]=[C:23]([CH3:25])[CH:22]=[CH:21][C:3]=1[O:4][CH2:5][C:6]([N:8]([CH:18]([CH3:20])[CH3:19])[NH:9][C:10](=[O:17])[C:11]1[CH:16]=[CH:15][CH:14]=[CH:13][CH:12]=1)=[O:7])[CH3:33]. The catalyst class is: 57. (5) Reactant: [N:1]([C@@H:4]1[C@@H:17]([OH:18])[C@H:16]([O:19][CH2:20][C:21]2[CH:30]=[CH:29][C:28]3[C:23](=[CH:24][CH:25]=[CH:26][CH:27]=3)[CH:22]=2)[C@@H:15]([CH2:31][OH:32])[O:14][CH:5]1[S:6][C:7]1[CH:12]=[CH:11][C:10]([CH3:13])=[CH:9][CH:8]=1)=[N+:2]=[N-:3].CCN(CC)CC.[CH3:40][C:41]([Si:44](Cl)([C:51]1[CH:56]=[CH:55][CH:54]=[CH:53][CH:52]=1)[C:45]1[CH:50]=[CH:49][CH:48]=[CH:47][CH:46]=1)([CH3:43])[CH3:42]. Product: [N:1]([C@@H:4]1[C@@H:17]([OH:18])[C@H:16]([O:19][CH2:20][C:21]2[CH:30]=[CH:29][C:28]3[C:23](=[CH:24][CH:25]=[CH:26][CH:27]=3)[CH:22]=2)[C@@H:15]([CH2:31][O:32][Si:44]([C:41]([CH3:43])([CH3:42])[CH3:40])([C:51]2[CH:52]=[CH:53][CH:54]=[CH:55][CH:56]=2)[C:45]2[CH:50]=[CH:49][CH:48]=[CH:47][CH:46]=2)[O:14][CH:5]1[S:6][C:7]1[CH:8]=[CH:9][C:10]([CH3:13])=[CH:11][CH:12]=1)=[N+:2]=[N-:3]. The catalyst class is: 79. (6) Reactant: [N:1]1([C:10]2[S:14][C:13]([C:15]([O:17][CH3:18])=[O:16])=[C:12](OS(C(F)(F)F)(=O)=O)[CH:11]=2)[C:5]2[CH:6]=[CH:7][CH:8]=[CH:9][C:4]=2[N:3]=[CH:2]1.C(=O)([O-])[O-].[Cs+].[Cs+].C1(P(C2C=CC=CC=2)C2C=CC3C(=CC=CC=3)C=2C2C3C(=CC=CC=3)C=CC=2P(C2C=CC=CC=2)C2C=CC=CC=2)C=CC=CC=1.[NH2:79][C:80]1[CH:85]=[CH:84][CH:83]=[CH:82][CH:81]=1. Product: [NH:79]([C:12]1[CH:11]=[C:10]([N:1]2[C:5]3[CH:6]=[CH:7][CH:8]=[CH:9][C:4]=3[N:3]=[CH:2]2)[S:14][C:13]=1[C:15]([O:17][CH3:18])=[O:16])[C:80]1[CH:85]=[CH:84][CH:83]=[CH:82][CH:81]=1. The catalyst class is: 187.